From a dataset of Full USPTO retrosynthesis dataset with 1.9M reactions from patents (1976-2016). Predict the reactants needed to synthesize the given product. (1) The reactants are: Br[C:2]1[CH:7]=[C:6]([NH2:8])[C:5]([CH3:9])=[CH:4][N:3]=1.C(=O)([O-])[O-].[Na+].[Na+].[F:16][C:17]1[CH:22]=[CH:21][C:20]([F:23])=[CH:19][C:18]=1B(O)O. Given the product [F:16][C:17]1[CH:22]=[CH:21][C:20]([F:23])=[CH:19][C:18]=1[C:2]1[CH:7]=[C:6]([NH2:8])[C:5]([CH3:9])=[CH:4][N:3]=1, predict the reactants needed to synthesize it. (2) The reactants are: Br[C:2]1[CH:7]=[CH:6][C:5]([C:8]2[CH:13]=[CH:12][C:11]([CH2:14][CH2:15][C:16]3([NH:24][C:25](=[O:27])[CH3:26])[CH2:21][O:20][C:19]([CH3:23])([CH3:22])[O:18][CH2:17]3)=[CH:10][CH:9]=2)=[C:4]([F:28])[CH:3]=1.[CH3:29][O:30][C:31]1[CH:36]=[CH:35][C:34]([SH:37])=[CH:33][CH:32]=1.C(N(C(C)C)CC)(C)C.O. Given the product [F:28][C:4]1[CH:3]=[C:2]([S:37][C:34]2[CH:35]=[CH:36][C:31]([O:30][CH3:29])=[CH:32][CH:33]=2)[CH:7]=[CH:6][C:5]=1[C:8]1[CH:13]=[CH:12][C:11]([CH2:14][CH2:15][C:16]2([NH:24][C:25](=[O:27])[CH3:26])[CH2:21][O:20][C:19]([CH3:23])([CH3:22])[O:18][CH2:17]2)=[CH:10][CH:9]=1, predict the reactants needed to synthesize it. (3) Given the product [F:20][C:21]([F:34])([F:33])[S:22]([O:13][C:7]1[C:8]([CH3:12])=[N:9][C:10]2[C:5]([CH:6]=1)=[CH:4][N:3]=[C:2]([Cl:1])[CH:11]=2)(=[O:24])=[O:23], predict the reactants needed to synthesize it. The reactants are: [Cl:1][C:2]1[CH:11]=[C:10]2[C:5]([CH:6]=[C:7]([OH:13])[C:8]([CH3:12])=[N:9]2)=[CH:4][N:3]=1.N1C=CC=CC=1.[F:20][C:21]([F:34])([F:33])[S:22](O[S:22]([C:21]([F:34])([F:33])[F:20])(=[O:24])=[O:23])(=[O:24])=[O:23]. (4) Given the product [F:1][C:2]1[C:7]2[N:8]=[CH:9][O:10][C:6]=2[CH:5]=[C:4]([C:11]([OH:13])=[O:12])[C:3]=1[NH:14][C:15]1[CH:20]=[CH:19][C:18]([I:29])=[CH:17][C:16]=1[F:21], predict the reactants needed to synthesize it. The reactants are: [F:1][C:2]1[C:7]2[N:8]=[CH:9][O:10][C:6]=2[CH:5]=[C:4]([C:11]([OH:13])=[O:12])[C:3]=1[NH:14][C:15]1[CH:20]=[CH:19][CH:18]=[CH:17][C:16]=1[F:21].C1C(=O)N([I:29])C(=O)C1.FC(F)(F)C(O)=O.